This data is from Full USPTO retrosynthesis dataset with 1.9M reactions from patents (1976-2016). The task is: Predict the reactants needed to synthesize the given product. (1) The reactants are: C(OC([N:8]1[CH2:13][CH2:12][C:11]2[N:14](CC3C=CC(OC)=CC=3)[N:15]=[C:16]([CH:17]=[CH:18][CH2:19][CH3:20])[C:10]=2[CH2:9]1)=O)(C)(C)C. Given the product [CH:17]([C:16]1[C:10]2[CH2:9][NH:8][CH2:13][CH2:12][C:11]=2[NH:14][N:15]=1)=[CH:18][CH2:19][CH3:20], predict the reactants needed to synthesize it. (2) Given the product [CH2:1]([O:3][C:4]([C:5]1[CH:6]=[C:7]([C:8]([CH3:11])([CH3:10])[CH3:9])[NH:18][N:17]=1)=[O:15])[CH3:2], predict the reactants needed to synthesize it. The reactants are: [CH2:1]([O:3][C:4](=[O:15])[C:5](=O)[CH:6](C)[C:7](=O)[C:8]([CH3:11])([CH3:10])[CH3:9])[CH3:2].O.[NH2:17][NH2:18]. (3) Given the product [Cl:11][C:12]1[N:20]=[C:19]2[C:15]([N:16]=[CH:17][N:18]2[CH3:21])=[C:9]([NH:8][C:5]2[CH:6]=[N:7][C:2]([Cl:1])=[CH:3][CH:4]=2)[N:13]=1, predict the reactants needed to synthesize it. The reactants are: [Cl:1][C:2]1[N:7]=[CH:6][C:5]([NH:8][CH:9]=O)=[CH:4][CH:3]=1.[Cl:11][C:12]1[N:20]=[C:19]2[C:15]([N:16]=[CH:17][N:18]2[CH3:21])=C(Cl)[N:13]=1.